From a dataset of Catalyst prediction with 721,799 reactions and 888 catalyst types from USPTO. Predict which catalyst facilitates the given reaction. (1) Reactant: [NH:1]1[CH2:6][CH2:5][CH2:4][NH:3][C:2]1=[S:7].[I:8][CH3:9]. Product: [I-:8].[CH3:9][S:7][C:2]1[NH:3][CH2:4][CH2:5][CH2:6][NH+:1]=1. The catalyst class is: 5. (2) Reactant: [Br:1][C:2]1[CH:7]=[C:6]([NH2:8])[CH:5]=[C:4]([Br:9])[N:3]=1.[C:10]([N:18]=[C:19]=[S:20])(=[O:17])[C:11]1[CH:16]=[CH:15][CH:14]=[CH:13][CH:12]=1. Product: [Br:1][C:2]1[CH:7]=[C:6]([NH:8][C:19]([NH:18][C:10](=[O:17])[C:11]2[CH:12]=[CH:13][CH:14]=[CH:15][CH:16]=2)=[S:20])[CH:5]=[C:4]([Br:9])[N:3]=1. The catalyst class is: 1.